From a dataset of Full USPTO retrosynthesis dataset with 1.9M reactions from patents (1976-2016). Predict the reactants needed to synthesize the given product. (1) Given the product [F:29][C:30]1[CH:35]=[CH:34][CH:33]=[CH:32][C:31]=1[C:2]1[C:3](=[O:28])[NH:4][C:5](=[O:27])[N:6]([CH2:8][CH2:9][CH2:10][N:11]2[CH2:16][C@H:15]3[C@:13]([C:17]4[CH:22]=[CH:21][C:20]([C:23]([F:26])([F:25])[F:24])=[CH:19][CH:18]=4)([CH2:14]3)[CH2:12]2)[CH:7]=1, predict the reactants needed to synthesize it. The reactants are: I[C:2]1[C:3](=[O:28])[NH:4][C:5](=[O:27])[N:6]([CH2:8][CH2:9][CH2:10][N:11]2[CH2:16][C@H:15]3[C@:13]([C:17]4[CH:22]=[CH:21][C:20]([C:23]([F:26])([F:25])[F:24])=[CH:19][CH:18]=4)([CH2:14]3)[CH2:12]2)[CH:7]=1.[F:29][C:30]1[CH:35]=[CH:34][CH:33]=[CH:32][C:31]=1B(O)O.C([O-])([O-])=O.[Na+].[Na+].C1(P(C2CCCCC2)C2C=CC=CC=2C2C=CC=CC=2)CCCCC1. (2) The reactants are: [NH:1]1[CH2:5][CH2:4][C@@H:3]([NH:6][C:7]2[C:12]([C:13]3[N:14]=[C:15]4[CH:21]=[CH:20][N:19]([CH2:22][O:23][CH2:24][CH2:25][Si:26]([CH3:29])([CH3:28])[CH3:27])[C:16]4=[N:17][CH:18]=3)=[CH:11][CH:10]=[CH:9][N:8]=2)[CH2:2]1.[CH3:30][CH:31]([CH3:37])[CH2:32][S:33](Cl)(=[O:35])=[O:34]. Given the product [CH3:30][CH:31]([CH3:37])[CH2:32][S:33]([N:1]1[CH2:5][CH2:4][C@@H:3]([NH:6][C:7]2[C:12]([C:13]3[N:14]=[C:15]4[CH:21]=[CH:20][N:19]([CH2:22][O:23][CH2:24][CH2:25][Si:26]([CH3:29])([CH3:28])[CH3:27])[C:16]4=[N:17][CH:18]=3)=[CH:11][CH:10]=[CH:9][N:8]=2)[CH2:2]1)(=[O:35])=[O:34], predict the reactants needed to synthesize it.